From a dataset of Forward reaction prediction with 1.9M reactions from USPTO patents (1976-2016). Predict the product of the given reaction. (1) Given the reactants [Cl-:1].[NH4+:2].CO[C:5]1[CH2:6][CH:7]([CH2:10][CH2:11][CH3:12])[CH2:8][N:9]=1, predict the reaction product. The product is: [Cl-:1].[CH2:10]([CH:7]1[CH2:8][NH:9][C:5](=[NH2+:2])[CH2:6]1)[CH2:11][CH3:12]. (2) Given the reactants [N+:1]([C:4]1[CH:5]=[C:6]([CH2:10][CH:11]([C:13]2[N:14]=[CH:15][N:16]([C:18]([C:31]3[CH:36]=[CH:35][CH:34]=[CH:33][CH:32]=3)([C:25]3[CH:30]=[CH:29][CH:28]=[CH:27][CH:26]=3)[C:19]3[CH:24]=[CH:23][CH:22]=[CH:21][CH:20]=3)[CH:17]=2)O)[CH:7]=[CH:8][CH:9]=1)([O-:3])=[O:2].C1(C)C=CC(S(O)(=O)=O)=CC=1, predict the reaction product. The product is: [N+:1]([C:4]1[CH:5]=[C:6]([CH:10]=[CH:11][C:13]2[N:14]=[CH:15][N:16]([C:18]([C:31]3[CH:36]=[CH:35][CH:34]=[CH:33][CH:32]=3)([C:25]3[CH:26]=[CH:27][CH:28]=[CH:29][CH:30]=3)[C:19]3[CH:24]=[CH:23][CH:22]=[CH:21][CH:20]=3)[CH:17]=2)[CH:7]=[CH:8][CH:9]=1)([O-:3])=[O:2]. (3) The product is: [CH2:1]([C@@H:5]1[N:10]([C:30]([C:27]2[CH:26]=[C:25]([C:22]3[CH:21]=[CH:20][C:19]([O:18][C:17]([F:34])([F:16])[F:33])=[CH:24][CH:23]=3)[O:29][N:28]=2)=[O:31])[CH2:9][C@H:8]([CH2:11][CH:12]([CH3:14])[CH3:13])[NH:7][C:6]1=[O:15])[CH:2]([CH3:4])[CH3:3]. Given the reactants [CH2:1]([C@@H:5]1[NH:10][CH2:9][C@H:8]([CH2:11][CH:12]([CH3:14])[CH3:13])[NH:7][C:6]1=[O:15])[CH:2]([CH3:4])[CH3:3].[F:16][C:17]([F:34])([F:33])[O:18][C:19]1[CH:24]=[CH:23][C:22]([C:25]2[O:29][N:28]=[C:27]([C:30](O)=[O:31])[CH:26]=2)=[CH:21][CH:20]=1.C([C@@H]1N(C(=O)/C=C/C2C=CC=CC=2)C[C@H](CC(C)C)NC1=O)C(C)C, predict the reaction product. (4) Given the reactants [CH:1]1([CH:7]([NH:25][C:26]2[CH:31]=[CH:30][C:29]([C:32]([N:34]([CH3:42])[CH2:35][CH2:36][C:37]([O:39]CC)=[O:38])=[O:33])=[CH:28][CH:27]=2)[C:8]2[O:9][C:10]3[CH:17]=[CH:16][C:15]([O:18][CH:19]4[CH2:24][CH2:23][S:22][CH2:21][CH2:20]4)=[CH:14][C:11]=3[C:12]=2[CH3:13])[CH2:6][CH2:5][CH2:4][CH2:3][CH2:2]1.[OH-].[Na+], predict the reaction product. The product is: [CH:1]1([CH:7]([NH:25][C:26]2[CH:27]=[CH:28][C:29]([C:32]([N:34]([CH3:42])[CH2:35][CH2:36][C:37]([OH:39])=[O:38])=[O:33])=[CH:30][CH:31]=2)[C:8]2[O:9][C:10]3[CH:17]=[CH:16][C:15]([O:18][CH:19]4[CH2:20][CH2:21][S:22][CH2:23][CH2:24]4)=[CH:14][C:11]=3[C:12]=2[CH3:13])[CH2:6][CH2:5][CH2:4][CH2:3][CH2:2]1. (5) The product is: [NH:24]1[CH2:9][CH2:10][CH:11]([O:14][C:15]2[CH:16]=[C:17]3[C:21](=[CH:22][CH:23]=2)[NH:20][N:19]=[CH:18]3)[CH2:12]1. Given the reactants O1CCCCC1OC1C[CH2:12][CH:11]([O:14][C:15]2[CH:16]=[C:17]3[C:21](=[CH:22][CH:23]=2)[NH:20][N:19]=[CH:18]3)[CH2:10][CH2:9]1.[NH:24]1C2C(=CC(OC3CCC(O)CC3)=CC=2)C=N1, predict the reaction product. (6) Given the reactants [F:1][CH:2]([F:20])[O:3][C:4]1[C:9]2[O:10][C:11]3[CH:16]=[CH:15][N:14]=[CH:13][C:12]=3[C:8]=2[C:7]([C:17]([OH:19])=[O:18])=[CH:6][CH:5]=1.[CH:21]1[C:26]([N+:27]([O-:29])=[O:28])=[CH:25][CH:24]=[C:23](O)[CH:22]=1.CCN=C=NCCCN(C)C.CC1(C)C=CN=C(N)C1, predict the reaction product. The product is: [F:20][CH:2]([F:1])[O:3][C:4]1[C:9]2[O:10][C:11]3[CH:16]=[CH:15][N:14]=[CH:13][C:12]=3[C:8]=2[C:7]([C:17]([O:19][C:23]2[CH:22]=[CH:21][C:26]([N+:27]([O-:29])=[O:28])=[CH:25][CH:24]=2)=[O:18])=[CH:6][CH:5]=1. (7) Given the reactants [CH3:1][S:2]([N:5]1[CH2:10][CH:9]=[C:8]([C:11]2[CH:12]=[C:13]3[CH:19]=[C:18]([CH:20]4[CH2:25][CH2:24][NH:23][CH2:22][CH2:21]4)[O:17][C:14]3=[CH:15][N:16]=2)[CH2:7][CH2:6]1)(=[O:4])=[O:3].Cl[C:27]([O:29][CH:30]([CH3:32])[CH3:31])=[O:28], predict the reaction product. The product is: [CH:30]([O:29][C:27]([N:23]1[CH2:24][CH2:25][CH:20]([C:18]2[O:17][C:14]3=[CH:15][N:16]=[C:11]([C:8]4[CH2:9][CH2:10][N:5]([S:2]([CH3:1])(=[O:3])=[O:4])[CH2:6][CH:7]=4)[CH:12]=[C:13]3[CH:19]=2)[CH2:21][CH2:22]1)=[O:28])([CH3:32])[CH3:31]. (8) Given the reactants [NH2:1]/[C:2](=[N:8]\[OH:9])/[C:3]([O:5][CH2:6][CH3:7])=[O:4].CN(C(ON1N=NC2C=CC=CC1=2)=[N+](C)C)C.[B-](F)(F)(F)F.[C:32]([O:36][C:37]([N:39]1[CH2:44][CH2:43][CH:42]([C:45](O)=O)[CH2:41][CH2:40]1)=[O:38])([CH3:35])([CH3:34])[CH3:33].CCN(C(C)C)C(C)C.CCCC[N+](CCCC)(CCCC)CCCC.[F-], predict the reaction product. The product is: [CH2:6]([O:5][C:3]([C:2]1[N:1]=[C:45]([CH:42]2[CH2:43][CH2:44][N:39]([C:37]([O:36][C:32]([CH3:33])([CH3:35])[CH3:34])=[O:38])[CH2:40][CH2:41]2)[O:9][N:8]=1)=[O:4])[CH3:7]. (9) Given the reactants [NH2:1][C:2]1[C:7]([C:8]([C:10]2[C:15]([O:16][CH3:17])=[CH:14][CH:13]=[C:12]([F:18])[C:11]=2[F:19])=[O:9])=[CH:6][N:5]=[C:4]([S:20][CH2:21][CH3:22])[N:3]=1.ClC1C=C(C=CC=1)C(OO)=[O:28].CCCCCC, predict the reaction product. The product is: [NH2:1][C:2]1[C:7]([C:8]([C:10]2[C:15]([O:16][CH3:17])=[CH:14][CH:13]=[C:12]([F:18])[C:11]=2[F:19])=[O:9])=[CH:6][N:5]=[C:4]([S:20]([CH2:21][CH3:22])=[O:28])[N:3]=1.